Dataset: NCI-60 drug combinations with 297,098 pairs across 59 cell lines. Task: Regression. Given two drug SMILES strings and cell line genomic features, predict the synergy score measuring deviation from expected non-interaction effect. (1) Drug 1: CN(C)N=NC1=C(NC=N1)C(=O)N. Drug 2: C1=CN(C=N1)CC(O)(P(=O)(O)O)P(=O)(O)O. Cell line: SF-539. Synergy scores: CSS=15.1, Synergy_ZIP=-3.08, Synergy_Bliss=1.38, Synergy_Loewe=1.83, Synergy_HSA=2.73. (2) Drug 1: C1=CC(=CC=C1CCC2=CNC3=C2C(=O)NC(=N3)N)C(=O)NC(CCC(=O)O)C(=O)O. Drug 2: C1C(C(OC1N2C=NC3=C2NC=NCC3O)CO)O. Cell line: RXF 393. Synergy scores: CSS=11.1, Synergy_ZIP=-7.96, Synergy_Bliss=-4.59, Synergy_Loewe=-1.45, Synergy_HSA=-0.913. (3) Drug 1: CC1=C2C(C(=O)C3(C(CC4C(C3C(C(C2(C)C)(CC1OC(=O)C(C(C5=CC=CC=C5)NC(=O)OC(C)(C)C)O)O)OC(=O)C6=CC=CC=C6)(CO4)OC(=O)C)OC)C)OC. Drug 2: C1=NC(=NC(=O)N1C2C(C(C(O2)CO)O)O)N. Cell line: NCI-H322M. Synergy scores: CSS=49.3, Synergy_ZIP=10.4, Synergy_Bliss=10.3, Synergy_Loewe=-15.1, Synergy_HSA=13.3. (4) Cell line: OVCAR-5. Synergy scores: CSS=15.6, Synergy_ZIP=-3.84, Synergy_Bliss=0.983, Synergy_Loewe=-0.291, Synergy_HSA=2.47. Drug 1: CN1CCC(CC1)COC2=C(C=C3C(=C2)N=CN=C3NC4=C(C=C(C=C4)Br)F)OC. Drug 2: CC12CCC3C(C1CCC2O)C(CC4=C3C=CC(=C4)O)CCCCCCCCCS(=O)CCCC(C(F)(F)F)(F)F. (5) Drug 1: CC(CN1CC(=O)NC(=O)C1)N2CC(=O)NC(=O)C2. Drug 2: B(C(CC(C)C)NC(=O)C(CC1=CC=CC=C1)NC(=O)C2=NC=CN=C2)(O)O. Cell line: NCI-H226. Synergy scores: CSS=11.4, Synergy_ZIP=-3.38, Synergy_Bliss=3.64, Synergy_Loewe=3.94, Synergy_HSA=3.61. (6) Drug 1: CC12CCC3C(C1CCC2O)C(CC4=C3C=CC(=C4)O)CCCCCCCCCS(=O)CCCC(C(F)(F)F)(F)F. Drug 2: CC1=C(C(=O)C2=C(C1=O)N3CC4C(C3(C2COC(=O)N)OC)N4)N. Cell line: NCI-H522. Synergy scores: CSS=38.4, Synergy_ZIP=2.62, Synergy_Bliss=0.999, Synergy_Loewe=-39.4, Synergy_HSA=-3.29. (7) Drug 1: C1CC(=O)NC(=O)C1N2CC3=C(C2=O)C=CC=C3N. Drug 2: CNC(=O)C1=NC=CC(=C1)OC2=CC=C(C=C2)NC(=O)NC3=CC(=C(C=C3)Cl)C(F)(F)F. Cell line: ACHN. Synergy scores: CSS=8.57, Synergy_ZIP=-0.616, Synergy_Bliss=-0.565, Synergy_Loewe=-2.78, Synergy_HSA=-1.55. (8) Drug 1: C1CCC(CC1)NC(=O)N(CCCl)N=O. Drug 2: CC1=C(C(=CC=C1)Cl)NC(=O)C2=CN=C(S2)NC3=CC(=NC(=N3)C)N4CCN(CC4)CCO. Cell line: SF-295. Synergy scores: CSS=45.5, Synergy_ZIP=-2.80, Synergy_Bliss=-1.67, Synergy_Loewe=1.75, Synergy_HSA=2.27. (9) Drug 1: C1C(C(OC1N2C=NC3=C(N=C(N=C32)Cl)N)CO)O. Drug 2: CN(CCCl)CCCl.Cl. Cell line: UACC-257. Synergy scores: CSS=10.6, Synergy_ZIP=-3.78, Synergy_Bliss=-0.267, Synergy_Loewe=-0.0666, Synergy_HSA=1.22.